From a dataset of Reaction yield outcomes from USPTO patents with 853,638 reactions. Predict the reaction yield, written as a fraction of the theoretical maximum amount of product (1.0 means a 100% yield; for example, 0.34 means a 34% yield). The reactants are [C:1]([CH:5]1[O:9][C:8]([CH2:15][C:16]([OH:18])=[O:17])([CH2:10][CH:11]=[C:12]([CH3:14])[CH3:13])[C:7](=[O:19])[O:6]1)([CH3:4])([CH3:3])C.[CH2:20](O)[C:21]1C=CC=C[CH:22]=1.[H-].[Na+]. The catalyst is C1COCC1. The product is [CH2:5]([O:6][C:7](=[O:19])[C:8]([OH:9])([CH2:10][CH:11]=[C:12]([CH3:13])[CH3:14])[CH2:15][C:16]([OH:18])=[O:17])[C:1]1[CH:3]=[CH:22][CH:21]=[CH:20][CH:4]=1. The yield is 0.880.